From a dataset of Full USPTO retrosynthesis dataset with 1.9M reactions from patents (1976-2016). Predict the reactants needed to synthesize the given product. (1) Given the product [NH2:14][C:15]1[CH:16]=[CH:17][C:18]([C@H:21]2[CH2:22][CH2:23][C@H:24]([CH:27]([CH3:33])[C:28]([O:30][CH2:31][CH3:32])=[O:29])[CH2:25][CH2:26]2)=[CH:19][CH:20]=1, predict the reactants needed to synthesize it. The reactants are: C1(C(=[N:14][C:15]2[CH:20]=[CH:19][C:18]([C@H:21]3[CH2:26][CH2:25][C@H:24]([CH:27]([CH3:33])[C:28]([O:30][CH2:31][CH3:32])=[O:29])[CH2:23][CH2:22]3)=[CH:17][CH:16]=2)C2C=CC=CC=2)C=CC=CC=1. (2) Given the product [Br:1][C:2]1[CH:15]=[CH:14][C:5]([C:6]([C:8]2[CH:13]=[CH:12][CH:11]=[CH:10][CH:9]=2)=[CH:34][C:28]2[CH:27]=[C:26]([O:43][CH2:44][CH3:45])[C:25]([CH:24]=[C:47]([C:8]3[CH:13]=[CH:12][CH:11]=[CH:10][CH:9]=3)[C:46]3[CH:49]=[CH:15][C:2]([Br:1])=[CH:3][CH:48]=3)=[CH:30][C:29]=2[O:31][CH2:32][CH3:33])=[CH:4][CH:3]=1, predict the reactants needed to synthesize it. The reactants are: [Br:1][C:2]1[CH:15]=[CH:14][C:5]([C:6]([C:8]2[CH:13]=[CH:12][CH:11]=[CH:10][CH:9]=2)=O)=[CH:4][CH:3]=1.C(OP([CH2:24][C:25]1[CH:30]=[C:29]([O:31][CH2:32][CH3:33])[C:28]([CH2:34]P(OCC)(OCC)=O)=[CH:27][C:26]=1[O:43][CH2:44][CH3:45])(OCC)=O)C.[C:46](O[K])([CH3:49])([CH3:48])[CH3:47].S(=O)(=O)(O)O. (3) Given the product [ClH:43].[NH2:9][C@@H:8]([CH2:17][C:18]1[C:27]2[C:22](=[CH:23][CH:24]=[CH:25][CH:26]=2)[CH:21]=[CH:20][CH:19]=1)[C:7]([NH:6][C@@H:5]([C:1]([CH3:3])([CH3:2])[CH3:4])[C:29]([N:30]([CH3:41])[C@@H:31]([CH:38]([CH3:39])[CH3:40])/[CH:32]=[C:33](\[CH3:37])/[C:34]([OH:36])=[O:35])=[O:42])=[O:28], predict the reactants needed to synthesize it. The reactants are: [C:1]([C@@H:5]([C:29](=[O:42])[N:30]([CH3:41])[C@@H:31]([CH:38]([CH3:40])[CH3:39])/[CH:32]=[C:33](\[CH3:37])/[C:34]([OH:36])=[O:35])[NH:6][C:7](=[O:28])[C@H:8]([CH2:17][C:18]1[C:27]2[C:22](=[CH:23][CH:24]=[CH:25][CH:26]=2)[CH:21]=[CH:20][CH:19]=1)[NH:9]C(=O)OC(C)(C)C)([CH3:4])([CH3:3])[CH3:2].[ClH:43]. (4) Given the product [OH:8][CH:9]([CH:25]1[CH2:34][CH2:33][C:32]2[C:27](=[CH:28][CH:29]=[C:30]([O:35][C:36]3[CH:37]=[CH:38][CH:39]=[CH:40][CH:41]=3)[CH:31]=2)[CH2:26]1)[C:10]1[O:11][C:12]([C:15]2[N:20]=[C:19]([C:21]([O:23][CH3:24])=[O:22])[CH:18]=[CH:17][CH:16]=2)=[CH:13][N:14]=1, predict the reactants needed to synthesize it. The reactants are: [Si]([O:8][CH:9]([CH:25]1[CH2:34][CH2:33][C:32]2[C:27](=[CH:28][CH:29]=[C:30]([O:35][C:36]3[CH:41]=[CH:40][CH:39]=[CH:38][CH:37]=3)[CH:31]=2)[CH2:26]1)[C:10]1[O:11][C:12]([C:15]2[N:20]=[C:19]([C:21]([O:23][CH3:24])=[O:22])[CH:18]=[CH:17][CH:16]=2)=[CH:13][N:14]=1)(C(C)(C)C)(C)C.[N+](CCCC)(CCCC)(CCCC)CCCC.[F-]. (5) Given the product [CH3:22][CH:21]1[CH:16]2[CH2:17][CH2:18][CH:19]1[CH2:20][CH:14]([N:11]1[CH2:12][CH2:13][NH:8][CH2:9][CH2:10]1)[CH2:15]2, predict the reactants needed to synthesize it. The reactants are: C([N:8]1[CH2:13][CH2:12][N:11]([CH:14]2[CH2:20][CH:19]3[C:21](=[CH2:22])[CH:16]([CH2:17][CH2:18]3)[CH2:15]2)[CH2:10][CH2:9]1)C1C=CC=CC=1. (6) Given the product [CH:8]1([NH:7][C:5](=[O:6])[C:4]2[CH:14]=[CH:15][CH:16]=[C:2](/[CH:19]=[CH:18]/[CH2:17][NH:20][C:21](=[O:26])[C:22]([F:25])([F:24])[F:23])[CH:3]=2)[CH2:13][CH2:12][CH2:11][CH2:10][CH2:9]1, predict the reactants needed to synthesize it. The reactants are: Br[C:2]1[CH:3]=[C:4]([CH:14]=[CH:15][CH:16]=1)[C:5]([NH:7][CH:8]1[CH2:13][CH2:12][CH2:11][CH2:10][CH2:9]1)=[O:6].[CH2:17]([NH:20][C:21](=[O:26])[C:22]([F:25])([F:24])[F:23])[CH:18]=[CH2:19]. (7) The reactants are: [OH:1][CH2:2][CH2:3][NH:4][C:5]1[CH:12]=[CH:11][C:8]([C:9]#[N:10])=[CH:7][C:6]=1[N+:13]([O-])=O.O.O.[Sn](Cl)(Cl)(Cl)Cl. Given the product [NH2:13][C:6]1[CH:7]=[C:8]([CH:11]=[CH:12][C:5]=1[NH:4][CH2:3][CH2:2][OH:1])[C:9]#[N:10], predict the reactants needed to synthesize it.